This data is from Rat liver microsome stability data. The task is: Regression/Classification. Given a drug SMILES string, predict its absorption, distribution, metabolism, or excretion properties. Task type varies by dataset: regression for continuous measurements (e.g., permeability, clearance, half-life) or binary classification for categorical outcomes (e.g., BBB penetration, CYP inhibition). Dataset: rlm. (1) The drug is COCCCOc1cc(C(=O)N(C[C@@H]2CNC[C@H]2NC(=O)CC2CCOCC2)C(C)C)ccc1OC. The result is 0 (unstable in rat liver microsomes). (2) The molecule is O=S1(=O)N(CCC(O)CNC2CC2)c2ccccc2N1c1ccccc1. The result is 1 (stable in rat liver microsomes). (3) The compound is COC1C(OC(=O)c2ccc(C)[nH]2)C(O)C(Oc2ccc3c(O)c(NC(=O)c4ccc(O)c(CC=C(C)C)c4)c(=O)oc3c2Cl)OC1(C)C. The result is 1 (stable in rat liver microsomes).